From a dataset of Experimentally validated miRNA-target interactions with 360,000+ pairs, plus equal number of negative samples. Binary Classification. Given a miRNA mature sequence and a target amino acid sequence, predict their likelihood of interaction. (1) The miRNA is hsa-miR-124-3p with sequence UAAGGCACGCGGUGAAUGCCAA. The protein sequence of the target gene is MKICSLTLLSFLLLAAQVLLVEGKKKVKNGLHSKVVSEQKDTLGNTQIKQKSRPGNKGKFVTKDQANCRWAATEQEEGISLKVECTQLDHEFSCVFAGNPTSCLKLKDERVYWKQVARNLRSQKDICRYSKTAVKTRVCRKDFPESSLKLVSSTLFGNTKPRKEKTEMSPREHIKGKETTPSSLAVTQTMATKAPECVEDPDMANQRKTALEFCGETWSSLCTFFLSIVQDTSC. Result: 1 (interaction). (2) Result: 1 (interaction). The miRNA is hsa-miR-224-5p with sequence UCAAGUCACUAGUGGUUCCGUUUAG. The protein sequence of the target gene is MQKATYYDNAAAALFGGYSSYPGSNGFGFDVPPQPPFQAATHLEGDYQRSACSLQSLGNAAPHAKSKELNGSCMRPGLAPEPLSAPPGSPPPSAAPTSATSNSSNGGGPSKSGPPKCGPGTNSTLTKQIFPWMKESRQTSKLKNNSPGTAEGCGGGGGGGGGGGSGGSGGGGGGGGGGDKSPPGSAASKRARTAYTSAQLVELEKEFHFNRYLCRPRRVEMANLLNLSERQIKIWFQNRRMKYKKDQKAKGLASSSGGPSPAGSPPQPMQSTAGFMNALHSMTPSYESPSPPAFGKAHQN.... (3) The miRNA is hsa-miR-642a-3p with sequence AGACACAUUUGGAGAGGGAACC. The protein sequence of the target gene is MAALKLLSSGLRLGASARSSRGALHKGCVCYFSVSTRHHTKFYTDPVEAVKDIPNGATLLVGGFGLCGIPENLIGALLKTGVKDLTAVSNNAGVDNFGLGLLLRSKQIKRMISSYVGENAEFERQFLSGELEVELTPQGTLAERIRAGGAGVPAFYTSTGYGTLVQEGGSPIKYNKDGSVAIASKPREVREFNGQHFILEEAITGDFALVKAWKADRAGNVIFRKSARNFNLPMCKAAGTTVVEVEEIVDIGSFAPEDIHIPKIYVHRLIKGEKYEKRIERLSLRKEGDGKGKSGKPGGD.... Result: 0 (no interaction). (4) The miRNA is hsa-miR-6086 with sequence GGAGGUUGGGAAGGGCAGAG. The protein sequence of the target gene is MSKTLKKKKHWLSKVQECAVSWAGPPGDFGAEIRGGAERGEFPYLGRLREEPGGGTCCVVSGKAPSPGDVLLEVNGTPVSGLTNRDTLAVIRHFREPIRLKTVKPGKVINKDLRHYLSLQFQKGSIDHKLQQVIRDNLYLRTIPCTTRAPRDGEVPGVDYNFISVEQFKALEESGALLESGTYDGNFYGTPKPPAEPSPFQPDPVDQVLFDNEFDAESQRKRTTSVSKMERMDSSLPEEEEDEDKEAINGSGNAENRERHSESSDWMKTVPSYNQTNSSMDFRNYMMRDETLEPLPKNWE.... Result: 1 (interaction). (5) The miRNA is hsa-miR-3924 with sequence AUAUGUAUAUGUGACUGCUACU. The protein sequence of the target gene is MCCAVSEQRLTCADQMMPFGKISQQLCGVKKLPWSCDSRYFWGWLNAVFNKVDYDRIRDVGPDRAASEWLLRCGAMVRYHGQERWQKDYNHLPTGPLDKYKIQAIDATDSCIMSIGFDHMEGLEHVEKIRLCKCHYIEDDCLLRLSQLENLQKTILEMEIISCGNITDKGIIALRHLRNLKYLLLSDLPGVREKENLVQAFKTALPSLELKLQLK. Result: 1 (interaction). (6) The miRNA is hsa-let-7g-5p with sequence UGAGGUAGUAGUUUGUACAGUU. The protein sequence of the target gene is MKPKLMYQELKVPAEEPANELPMNEIEAWKAAEKKARWVLLVLILAVVGFGALMTQLFLWEYGDLHLFGPNQRPAPCYDPCEAVLVESIPEGLDFPNASTGNPSTSQAWLGLLAGAHSSLDIASFYWTLTNNDTHTQEPSAQQGEEVLRQLQTLAPKGVNVRIAVSKPSGPQPQADLQALLQSGAQVRMVDMQKLTHGVLHTKFWVVDQTHFYLGSANMDWRSLTQVKELGVVMYNCSCLARDLTKIFEAYWFLGQAGSSIPSTWPRFYDTRYNQETPMEICLNGTPALAYLASAPPPLC.... Result: 1 (interaction). (7) The miRNA is mmu-miR-3966 with sequence AGCUGCCAGCUGUAGAACUGU. The protein sequence of the target gene is MAELRPSVAPGPAAPPASGPSAPPAFASLFPPGLHAIYGECRRLYPDQPNPLQVTAIVKYWLGGPDPLDYVSMYRNMGSPSANIPEHWHYISFGLSDLYGDNRVHEFTGTDGPSGFGFELTFRLKRETGESAPPTWPAELMQGLARYVFQSENTFCSGDHVSWHSPLDNSESRIQHMLLTEDPQMQPVRTPFGVVTFLQIVGVCTEELHSAQQWNGQGILELLRTVPIAGGPWLITDMRRGETIFEIDPHLQERVDKGIETDGSNLSGVSAKCAWDDLSRPPEDEEDSRSICLGTQPRRL.... Result: 0 (no interaction).